This data is from NCI-60 drug combinations with 297,098 pairs across 59 cell lines. The task is: Regression. Given two drug SMILES strings and cell line genomic features, predict the synergy score measuring deviation from expected non-interaction effect. (1) Drug 1: COC1=CC(=CC(=C1O)OC)C2C3C(COC3=O)C(C4=CC5=C(C=C24)OCO5)OC6C(C(C7C(O6)COC(O7)C8=CC=CS8)O)O. Drug 2: CC1=C(C=C(C=C1)C(=O)NC2=CC(=CC(=C2)C(F)(F)F)N3C=C(N=C3)C)NC4=NC=CC(=N4)C5=CN=CC=C5. Cell line: MALME-3M. Synergy scores: CSS=30.6, Synergy_ZIP=-6.17, Synergy_Bliss=3.43, Synergy_Loewe=-4.01, Synergy_HSA=1.96. (2) Drug 1: CC=C1C(=O)NC(C(=O)OC2CC(=O)NC(C(=O)NC(CSSCCC=C2)C(=O)N1)C(C)C)C(C)C. Drug 2: CC(C)(C#N)C1=CC(=CC(=C1)CN2C=NC=N2)C(C)(C)C#N. Cell line: MOLT-4. Synergy scores: CSS=77.6, Synergy_ZIP=9.06, Synergy_Bliss=8.25, Synergy_Loewe=-31.9, Synergy_HSA=6.50. (3) Drug 1: C1=C(C(=O)NC(=O)N1)F. Drug 2: CS(=O)(=O)OCCCCOS(=O)(=O)C. Cell line: MALME-3M. Synergy scores: CSS=34.6, Synergy_ZIP=1.97, Synergy_Bliss=4.15, Synergy_Loewe=-4.41, Synergy_HSA=3.83. (4) Drug 2: C(CCl)NC(=O)N(CCCl)N=O. Synergy scores: CSS=-7.89, Synergy_ZIP=6.41, Synergy_Bliss=1.22, Synergy_Loewe=-3.16, Synergy_HSA=-6.85. Cell line: MDA-MB-435. Drug 1: CS(=O)(=O)C1=CC(=C(C=C1)C(=O)NC2=CC(=C(C=C2)Cl)C3=CC=CC=N3)Cl.